Dataset: Catalyst prediction with 721,799 reactions and 888 catalyst types from USPTO. Task: Predict which catalyst facilitates the given reaction. (1) Reactant: [C:1]([O:5][C:6]([N:8]1[CH2:12][C@H:11]([OH:13])[CH2:10][C@@H:9]1[C:14]([OH:16])=O)=[O:7])([CH3:4])([CH3:3])[CH3:2].CC[N:19]=C=NCCCN(C)C.Cl.C1C=C2N=NN(O)C2=CC=1.O.N.S([O-])([O-])(=O)=O.[Na+].[Na+]. Product: [C:14]([C@H:9]1[CH2:10][C@@H:11]([OH:13])[CH2:12][N:8]1[C:6]([O:5][C:1]([CH3:4])([CH3:3])[CH3:2])=[O:7])(=[O:16])[NH2:19]. The catalyst class is: 10. (2) Reactant: F[C:2]1[N:7]=[C:6]([N:8]2[C:12]([N:13]3[CH2:18][CH2:17][N:16]([C:19]([O:21][C:22]([CH3:25])([CH3:24])[CH3:23])=[O:20])[CH2:15][CH2:14]3)=[N:11][N:10]=[N:9]2)[CH:5]=[CH:4][CH:3]=1.O.[OH-].[Li+].S(=O)(=O)(O)[O-:30].[Na+]. Product: [OH:30][C:2]1[N:7]=[C:6]([N:8]2[C:12]([N:13]3[CH2:18][CH2:17][N:16]([C:19]([O:21][C:22]([CH3:25])([CH3:24])[CH3:23])=[O:20])[CH2:15][CH2:14]3)=[N:11][N:10]=[N:9]2)[CH:5]=[CH:4][CH:3]=1. The catalyst class is: 30. (3) Reactant: [C:1]([O:5][C:6]([NH:8][CH:9]([CH2:13][CH2:14][OH:15])[C:10]([OH:12])=[O:11])=[O:7])([CH3:4])([CH3:3])[CH3:2].[CH3:16][Si](C=[N+]=[N-])(C)C. Product: [CH3:16][O:11][C:10](=[O:12])[CH:9]([NH:8][C:6]([O:5][C:1]([CH3:4])([CH3:3])[CH3:2])=[O:7])[CH2:13][CH2:14][OH:15]. The catalyst class is: 5.